Dataset: NCI-60 drug combinations with 297,098 pairs across 59 cell lines. Task: Regression. Given two drug SMILES strings and cell line genomic features, predict the synergy score measuring deviation from expected non-interaction effect. (1) Drug 1: C1C(C(OC1N2C=C(C(=O)NC2=O)F)CO)O. Drug 2: C1CCC(C(C1)N)N.C(=O)(C(=O)[O-])[O-].[Pt+4]. Cell line: 786-0. Synergy scores: CSS=31.9, Synergy_ZIP=-2.33, Synergy_Bliss=-2.25, Synergy_Loewe=-1.72, Synergy_HSA=1.84. (2) Drug 1: COC1=C(C=C2C(=C1)N=CN=C2NC3=CC(=C(C=C3)F)Cl)OCCCN4CCOCC4. Drug 2: CCN(CC)CCCC(C)NC1=C2C=C(C=CC2=NC3=C1C=CC(=C3)Cl)OC. Cell line: BT-549. Synergy scores: CSS=55.6, Synergy_ZIP=10.7, Synergy_Bliss=13.7, Synergy_Loewe=15.7, Synergy_HSA=16.5.